Predict the product of the given reaction. From a dataset of Forward reaction prediction with 1.9M reactions from USPTO patents (1976-2016). (1) Given the reactants Cl[C:2]1[C:7]([C:8]([NH:10][C:11]2[CH:12]=[C:13]3[C:17](=[CH:18][CH:19]=2)[N:16]([C:20]([O:22][C:23]([CH3:26])([CH3:25])[CH3:24])=[O:21])[CH2:15][CH2:14]3)=[O:9])=[CH:6][CH:5]=[C:4]([CH3:27])[N:3]=1.C(OCC)(=O)C.O.[CH3:35][NH:36][CH3:37].O1CCCC1, predict the reaction product. The product is: [CH3:35][N:36]([CH3:37])[C:2]1[C:7]([C:8]([NH:10][C:11]2[CH:12]=[C:13]3[C:17](=[CH:18][CH:19]=2)[N:16]([C:20]([O:22][C:23]([CH3:25])([CH3:24])[CH3:26])=[O:21])[CH2:15][CH2:14]3)=[O:9])=[CH:6][CH:5]=[C:4]([CH3:27])[N:3]=1. (2) Given the reactants Cl[C:2]1[N:10]=[CH:9][CH:8]=[CH:7][C:3]=1[C:4]([OH:6])=[O:5].[NH2:11][C:12]1[CH:17]=[CH:16][CH:15]=[CH:14][CH:13]=1.C1(C)C=CC(S(O)(=O)=O)=CC=1, predict the reaction product. The product is: [C:12]1([NH:11][C:2]2[N:10]=[CH:9][CH:8]=[CH:7][C:3]=2[C:4]([OH:6])=[O:5])[CH:17]=[CH:16][CH:15]=[CH:14][CH:13]=1. (3) Given the reactants [F:1][C:2]([F:21])([F:20])[C:3]1[CH:8]=[CH:7][C:6]([C:9]2[CH:10]=[C:11]3[C:16](=[CH:17][CH:18]=2)[CH2:15][C:14](=[O:19])[CH2:13][CH2:12]3)=[CH:5][CH:4]=1.[BH4-].[Na+].Cl.C(OCC)(=O)C, predict the reaction product. The product is: [F:1][C:2]([F:20])([F:21])[C:3]1[CH:4]=[CH:5][C:6]([C:9]2[CH:10]=[C:11]3[C:16](=[CH:17][CH:18]=2)[CH2:15][CH:14]([OH:19])[CH2:13][CH2:12]3)=[CH:7][CH:8]=1. (4) Given the reactants C([O:3][C:4]([C:6]1[CH:10]=[C:9]([C:11]2[CH:16]=[CH:15][C:14]([C:17]([F:20])([F:19])[F:18])=[CH:13][CH:12]=2)[O:8][N:7]=1)=O)C.[BH4-].[Na+].Cl, predict the reaction product. The product is: [F:20][C:17]([F:18])([F:19])[C:14]1[CH:13]=[CH:12][C:11]([C:9]2[O:8][N:7]=[C:6]([CH2:4][OH:3])[CH:10]=2)=[CH:16][CH:15]=1. (5) Given the reactants [F:1][C:2]1[CH:30]=[CH:29][CH:28]=[C:27]([F:31])[C:3]=1[CH2:4][N:5]1[CH:10]=[C:9]([C:11](=[O:15])[CH:12]([CH3:14])[CH3:13])[C:8](=[O:16])[C:7]2[C:17]([CH3:26])=[C:18]([C:20]3[CH:25]=[CH:24][CH:23]=[CH:22][CH:21]=3)[S:19][C:6]1=2.[Br:32]N1C(=O)CCC1=O.N(C(C)(C)C#N)=NC(C)(C)C#N, predict the reaction product. The product is: [Br:32][CH2:26][C:17]1[C:7]2[C:8](=[O:16])[C:9]([C:11](=[O:15])[CH:12]([CH3:14])[CH3:13])=[CH:10][N:5]([CH2:4][C:3]3[C:2]([F:1])=[CH:30][CH:29]=[CH:28][C:27]=3[F:31])[C:6]=2[S:19][C:18]=1[C:20]1[CH:21]=[CH:22][CH:23]=[CH:24][CH:25]=1. (6) Given the reactants [Si]([O:8][CH2:9][C@H:10]1[CH2:14][C@@H:13]([N:15]2[C:23](=[O:24])[C:22]3[C:17](=[CH:18][CH:19]=[CH:20][CH:21]=3)[C:16]2=[O:25])[C@H:12]([O:26][CH3:27])[C@@H:11]1[O:28][Si:29]([C:42]([CH3:45])([CH3:44])[CH3:43])([C:36]1[CH:41]=[CH:40][CH:39]=[CH:38][CH:37]=1)[C:30]1[CH:35]=[CH:34][CH:33]=[CH:32][CH:31]=1)(C(C)(C)C)(C)C.CC1C=CC(S([O-])(=O)=O)=CC=1.C1C=C[NH+]=CC=1, predict the reaction product. The product is: [Si:29]([O:28][C@@H:11]1[C@@H:10]([CH2:9][OH:8])[CH2:14][C@@H:13]([N:15]2[C:23](=[O:24])[C:22]3[C:17](=[CH:18][CH:19]=[CH:20][CH:21]=3)[C:16]2=[O:25])[C@@H:12]1[O:26][CH3:27])([C:42]([CH3:43])([CH3:45])[CH3:44])([C:36]1[CH:37]=[CH:38][CH:39]=[CH:40][CH:41]=1)[C:30]1[CH:31]=[CH:32][CH:33]=[CH:34][CH:35]=1. (7) Given the reactants [Br:1][C:2]1[CH:19]=[C:18]([CH3:20])[C:5]([O:6][C:7]2[C:12]([N+:13]([O-:15])=[O:14])=[C:11]([CH3:16])[N:10]=[C:9](Cl)[N:8]=2)=[C:4]([CH3:21])[CH:3]=1.[NH2:22][C:23]1[CH:30]=[CH:29][C:26]([C:27]#[N:28])=[CH:25][CH:24]=1.N1C=CC=CC=1, predict the reaction product. The product is: [Br:1][C:2]1[CH:19]=[C:18]([CH3:20])[C:5]([O:6][C:7]2[C:12]([N+:13]([O-:15])=[O:14])=[C:11]([CH3:16])[N:10]=[C:9]([NH:22][C:23]3[CH:30]=[CH:29][C:26]([C:27]#[N:28])=[CH:25][CH:24]=3)[N:8]=2)=[C:4]([CH3:21])[CH:3]=1. (8) Given the reactants [Cl:1][C:2]1[C:7]([Cl:8])=[CH:6][C:5]([NH2:9])=[C:4]([NH2:10])[CH:3]=1.C([O:15][C:16](=O)[CH2:17][C:18]([C:20]1[CH:25]=[CH:24][CH:23]=[C:22]([C:26]2[CH:31]=[CH:30][N:29]=[C:28]([CH3:32])[CH:27]=2)[CH:21]=1)=O)(C)(C)C, predict the reaction product. The product is: [Cl:1][C:2]1[C:7]([Cl:8])=[CH:6][C:5]2[NH:9][C:16](=[O:15])[CH2:17][C:18]([C:20]3[CH:25]=[CH:24][CH:23]=[C:22]([C:26]4[CH:31]=[CH:30][N:29]=[C:28]([CH3:32])[CH:27]=4)[CH:21]=3)=[N:10][C:4]=2[CH:3]=1. (9) Given the reactants [CH2:1]([NH:3][C:4]1[CH:13]=[C:12]2[C:7]([C:8]([NH:14][CH2:15][C:16]3[CH:21]=[CH:20][CH:19]=[CH:18][C:17]=3[N:22]3[CH2:27][CH2:26][O:25][CH2:24][CH2:23]3)=[N:9][CH:10]=[N:11]2)=[CH:6][C:5]=1[N+:28]([O-])=O)[CH3:2].C(N(CC)CC)C.[C:38](=S)=[S:39].Cl.C(OCC)(=O)C, predict the reaction product. The product is: [CH2:1]([N:3]1[C:4]2[C:5](=[CH:6][C:7]3[C:8]([NH:14][CH2:15][C:16]4[CH:21]=[CH:20][CH:19]=[CH:18][C:17]=4[N:22]4[CH2:27][CH2:26][O:25][CH2:24][CH2:23]4)=[N:9][CH:10]=[N:11][C:12]=3[CH:13]=2)[NH:28][C:38]1=[S:39])[CH3:2]. (10) Given the reactants [Cl:1][C:2]1[CH:21]=[CH:20][C:19]([C:22]2[C:23]([CH:28]=[O:29])=[N:24][N:25]([CH3:27])[CH:26]=2)=[CH:18][C:3]=1[C:4]([NH:6][CH2:7][C:8]12[CH2:17][CH:12]3[CH2:13][CH:14]([CH2:16][CH:10]([CH2:11]3)[CH2:9]1)[CH2:15]2)=[O:5].S([O-])(O[O-])(=O)=[O:31].[K+].[K+], predict the reaction product. The product is: [Cl:1][C:2]1[CH:21]=[CH:20][C:19]([C:22]2[C:23]([C:28]([OH:31])=[O:29])=[N:24][N:25]([CH3:27])[CH:26]=2)=[CH:18][C:3]=1[C:4]([NH:6][CH2:7][C:8]12[CH2:9][CH:10]3[CH2:11][CH:12]([CH2:13][CH:14]([CH2:16]3)[CH2:15]1)[CH2:17]2)=[O:5].